This data is from Full USPTO retrosynthesis dataset with 1.9M reactions from patents (1976-2016). The task is: Predict the reactants needed to synthesize the given product. (1) The reactants are: C(=O)([O-])[O-].[K+].[K+].Cl.Cl[CH2:9][CH:10]1[CH2:15][CH2:14][CH2:13][N:12]([CH3:16])[CH2:11]1.[I-].[Na+].[OH:19][C:20]1[CH:29]=[CH:28][C:27]2[N:26]=[C:25]([NH2:30])[C:24]3[N:31]=[C:32]([CH2:37][O:38][CH3:39])[N:33]([CH2:34][CH2:35][CH3:36])[C:23]=3[C:22]=2[CH:21]=1. Given the product [CH3:39][O:38][CH2:37][C:32]1[N:33]([CH2:34][CH2:35][CH3:36])[C:23]2[C:22]3[CH:21]=[C:20]([O:19][CH2:9][CH:10]4[CH2:15][CH2:14][CH2:13][N:12]([CH3:16])[CH2:11]4)[CH:29]=[CH:28][C:27]=3[N:26]=[C:25]([NH2:30])[C:24]=2[N:31]=1, predict the reactants needed to synthesize it. (2) Given the product [CH2:26]([O:25][CH2:24][CH2:23][O:15][C:14]([C:11]1[CH:12]=[CH:13][C:8]([C:5]2[CH:4]=[CH:3][C:2]([OH:1])=[CH:7][CH:6]=2)=[CH:9][CH:10]=1)=[O:16])[C:27]1[CH:32]=[CH:31][CH:30]=[CH:29][CH:28]=1, predict the reactants needed to synthesize it. The reactants are: [OH:1][C:2]1[CH:7]=[CH:6][C:5]([C:8]2[CH:13]=[CH:12][C:11]([C:14]([OH:16])=[O:15])=[CH:10][CH:9]=2)=[CH:4][CH:3]=1.C(=O)(O)[O-].[K+].Br[CH2:23][CH2:24][O:25][CH2:26][C:27]1[CH:32]=[CH:31][CH:30]=[CH:29][CH:28]=1. (3) The reactants are: [CH3:1][C@@H:2]1[CH2:7][N:6]([C:8]2[O:9][C:10]3[C:15]([C:16](=[O:18])[CH:17]=2)=[CH:14][C:13]([C:19]([O:21][CH3:22])=[O:20])=[CH:12][C:11]=3[CH:23]2[CH2:27][CH2:26][CH2:25][NH:24]2)[CH2:5][CH2:4][O:3]1.CC1(C)C2C=CC=C(P(C3C=CC=CC=3)C3C=CC=CC=3)C=2OC2C1=CC=CC=2P(C1C=CC=CC=1)C1C=CC=CC=1.Br[C:71]1[CH:76]=[C:75]([F:77])[CH:74]=[C:73]([F:78])[CH:72]=1.C(=O)([O-])[O-].[Cs+].[Cs+]. Given the product [F:77][C:75]1[CH:76]=[C:71]([N:24]2[CH2:25][CH2:26][CH2:27][CH:23]2[C:11]2[CH:12]=[C:13]([C:19]([O:21][CH3:22])=[O:20])[CH:14]=[C:15]3[C:10]=2[O:9][C:8]([N:6]2[CH2:5][CH2:4][O:3][C@H:2]([CH3:1])[CH2:7]2)=[CH:17][C:16]3=[O:18])[CH:72]=[C:73]([F:78])[CH:74]=1, predict the reactants needed to synthesize it. (4) The reactants are: Br[C:2]1[C:3]([CH:10]([O:13][CH3:14])[O:11][CH3:12])=[N:4][C:5]([O:8][CH3:9])=[N:6][CH:7]=1.CC1(C)C(C)(C)OB([C:23]2[CH:27]=[CH:26][S:25][CH:24]=2)O1.C([O-])([O-])=O.[Cs+].[Cs+]. Given the product [CH3:12][O:11][CH:10]([O:13][CH3:14])[C:3]1[C:2]([C:23]2[CH:27]=[CH:26][S:25][CH:24]=2)=[CH:7][N:6]=[C:5]([O:8][CH3:9])[N:4]=1, predict the reactants needed to synthesize it. (5) Given the product [CH3:12][C:11]1[C:10]2[CH2:13][O:31][C:32](=[O:33])[C:34]=2[CH:4]=[CH:5][C:6]=1[CH2:7][CH2:8][N:17]1[CH2:18][CH2:19][N:14]([CH2:13][CH:10]2[C:11]3[C:6](=[CH:5][C:4]([C:20]#[N:21])=[C:3]([O:2][CH3:1])[CH:12]=3)[CH2:7][CH2:8][O:9]2)[CH2:15][CH2:16]1, predict the reactants needed to synthesize it. The reactants are: [CH3:1][O:2][C:3]1[CH:12]=[C:11]2[C:6]([CH2:7][CH2:8][O:9][CH:10]2[CH2:13][N:14]2[CH2:19][CH2:18][NH:17][CH2:16][CH2:15]2)=[CH:5][C:4]=1[C:20]#[N:21].[BH-]([O:31][C:32]([CH3:34])=[O:33])([O:31][C:32]([CH3:34])=[O:33])[O:31][C:32]([CH3:34])=[O:33].[Na+]. (6) Given the product [Cl:18][C:15]1[CH:14]=[CH:13][C:12]([C:10]2[N:9]([C:19]3[CH:24]=[CH:23][CH:22]=[CH:21][C:20]=3[O:25][CH3:26])[N:8]=[C:7]([O:6][CH:4]3[CH2:3][N:2]([S:33]([C:32]4[C:28]([CH3:27])=[N:29][O:30][C:31]=4[CH3:37])(=[O:35])=[O:34])[CH2:5]3)[CH:11]=2)=[CH:17][CH:16]=1, predict the reactants needed to synthesize it. The reactants are: Cl.[NH:2]1[CH2:5][CH:4]([O:6][C:7]2[CH:11]=[C:10]([C:12]3[CH:17]=[CH:16][C:15]([Cl:18])=[CH:14][CH:13]=3)[N:9]([C:19]3[CH:24]=[CH:23][CH:22]=[CH:21][C:20]=3[O:25][CH3:26])[N:8]=2)[CH2:3]1.[CH3:27][C:28]1[C:32]([S:33](Cl)(=[O:35])=[O:34])=[C:31]([CH3:37])[O:30][N:29]=1. (7) The reactants are: [CH3:1][CH2:2][CH2:3][CH2:4][CH2:5][CH2:6][CH2:7][CH2:8][CH2:9][CH2:10][CH2:1][CH2:2][CH2:3][CH2:4][CH2:5][CH2:6][CH2:7][CH2:8][CH2:9][CH2:10]CCC.CC(CCCCCCCC)(CC(CCCCCCCC)CCCCCCCCCC)CCCCCCCCCC. Given the product [CH2:1]=[CH:2][CH2:3][CH2:4][CH2:5][CH2:6][CH2:7][CH2:8][CH2:9][CH3:10], predict the reactants needed to synthesize it. (8) Given the product [CH2:23]([O:22][C:18]1[C:19]([CH3:21])=[CH:20][C:15]([C:14]2[S:72][C:10]([C:8]3[CH:7]=[C:6]([CH3:33])[N:5]=[C:4]([N:3]([CH2:1][CH3:2])[CH2:34][CH3:35])[CH:9]=3)=[N:12][N:13]=2)=[CH:16][C:17]=1[CH2:30][CH3:31])[C:24]1[CH:25]=[CH:26][CH:27]=[CH:28][CH:29]=1, predict the reactants needed to synthesize it. The reactants are: [CH2:1]([N:3]([CH2:34][CH3:35])[C:4]1[CH:9]=[C:8]([C:10]([NH:12][NH:13][C:14](=O)[C:15]2[CH:20]=[C:19]([CH3:21])[C:18]([O:22][CH2:23][C:24]3[CH:29]=[CH:28][CH:27]=[CH:26][CH:25]=3)=[C:17]([CH2:30][CH3:31])[CH:16]=2)=O)[CH:7]=[C:6]([CH3:33])[N:5]=1)[CH3:2].C(N(CC)C1C=C(C2OC(C3C=C(C)C(O)=C(CC)C=3)=NN=2)C=C(C)N=1)C.COC1C=CC(P2(SP(C3C=CC(OC)=CC=3)(=S)S2)=[S:72])=CC=1.